From a dataset of Forward reaction prediction with 1.9M reactions from USPTO patents (1976-2016). Predict the product of the given reaction. (1) Given the reactants C(O[BH-](O[C:11](=O)[CH3:12])OC(=O)C)(=O)C.[Na+].[C:15](O)(=O)C.[C:19]([O:23][C:24]([N:26]1[C:34]2[C:29](=[CH:30][C:31]([C:35]3[CH:40]=[CH:39][C:38]([F:41])=[C:37]([CH2:42][NH:43][CH2:44][CH2:45][N:46]([C:48]([O:50][C:51]([CH3:54])([CH3:53])[CH3:52])=[O:49])[CH3:47])[CH:36]=3)=[CH:32][CH:33]=2)[CH:28]=[N:27]1)=[O:25])([CH3:22])([CH3:21])[CH3:20].[F:55][C:56]1[CH:63]=CC(C=O)=[CH:58][CH:57]=1, predict the reaction product. The product is: [C:19]([O:23][C:24]([N:26]1[C:34]2[C:29](=[CH:30][C:31]([C:35]3[CH:40]=[CH:39][C:38]([F:41])=[C:37]([CH2:42][N:43]([CH2:44][CH2:45][N:46]([C:48]([O:50][C:51]([CH3:54])([CH3:53])[CH3:52])=[O:49])[CH3:47])[CH2:15][C:11]4[CH:12]=[CH:58][CH:57]=[C:56]([F:55])[CH:63]=4)[CH:36]=3)=[CH:32][CH:33]=2)[CH:28]=[N:27]1)=[O:25])([CH3:21])([CH3:22])[CH3:20]. (2) Given the reactants [Br:1][C:2]1[CH:3]=[C:4]2[C:9](=[CH:10][CH:11]=1)[N:8]=[C:7](Cl)[C:6]([C:13]([OH:15])=[O:14])=[CH:5]2.[NH2:16][CH:17]([C:26]([OH:28])=[O:27])[CH2:18][C:19]1[CH:24]=[CH:23][C:22]([OH:25])=[CH:21][CH:20]=1, predict the reaction product. The product is: [Br:1][C:2]1[CH:3]=[C:4]2[C:9](=[CH:10][CH:11]=1)[N:8]=[C:7]([NH:16][CH:17]([C:26]([OH:28])=[O:27])[CH2:18][C:19]1[CH:20]=[CH:21][C:22]([OH:25])=[CH:23][CH:24]=1)[C:6]([C:13]([OH:15])=[O:14])=[CH:5]2. (3) Given the reactants [CH2:1]([O:5][C:6]([N:8]1[CH2:13][CH2:12][N:11]([C:14](=[O:42])[CH2:15][NH:16][C:17]([C:19]2[CH:28]=[C:27]([O:29][CH2:30][C:31]([O:33]CC3C=CC=CC=3)=[O:32])[C:26]3[C:21](=[CH:22][C:23]([CH3:41])=[CH:24][CH:25]=3)[N:20]=2)=[O:18])[CH2:10][CH2:9]1)=[O:7])[CH2:2][CH2:3][CH3:4], predict the reaction product. The product is: [CH2:1]([O:5][C:6]([N:8]1[CH2:13][CH2:12][N:11]([C:14](=[O:42])[CH2:15][NH:16][C:17]([C:19]2[CH:28]=[C:27]([O:29][CH2:30][C:31]([OH:33])=[O:32])[C:26]3[C:21](=[CH:22][C:23]([CH3:41])=[CH:24][CH:25]=3)[N:20]=2)=[O:18])[CH2:10][CH2:9]1)=[O:7])[CH2:2][CH2:3][CH3:4].